Dataset: Orexin1 receptor HTS with 218,158 compounds and 233 confirmed actives. Task: Binary Classification. Given a drug SMILES string, predict its activity (active/inactive) in a high-throughput screening assay against a specified biological target. The drug is s1nnc(C(=O)N(C(C(=O)NC2CCCCC2)c2ccncc2)c2ccc(cc2)C)c1. The result is 0 (inactive).